Dataset: Forward reaction prediction with 1.9M reactions from USPTO patents (1976-2016). Task: Predict the product of the given reaction. (1) Given the reactants [O:1]1[CH2:6][CH2:5][N:4]([C:7]2[N:12]=[CH:11][C:10](/[CH:13]=[CH:14]/[C:15]([OH:17])=O)=[CH:9][CH:8]=2)[CH2:3][CH2:2]1.C(N(CC)CC)C.CN([P+](ON1N=NC2C=CC=CC1=2)(N(C)C)N(C)C)C.F[P-](F)(F)(F)(F)F.[NH2:52][C:53]1[CH:58]=[C:57]([C:59]2[S:60][CH:61]=[CH:62][CH:63]=2)[CH:56]=[CH:55][C:54]=1[NH:64][C:65](=[O:71])[O:66][C:67]([CH3:70])([CH3:69])[CH3:68], predict the reaction product. The product is: [O:1]1[CH2:2][CH2:3][N:4]([C:7]2[N:12]=[CH:11][C:10](/[CH:13]=[CH:14]/[C:15]([NH:52][C:53]3[CH:58]=[C:57]([C:59]4[S:60][CH:61]=[CH:62][CH:63]=4)[CH:56]=[CH:55][C:54]=3[NH:64][C:65](=[O:71])[O:66][C:67]([CH3:69])([CH3:68])[CH3:70])=[O:17])=[CH:9][CH:8]=2)[CH2:5][CH2:6]1. (2) Given the reactants [CH:1]1([C:4]([NH:6][C:7]2[CH:12]=[C:11]([O:13][C:14]3[CH:23]=[C:22]4[C:17]([CH2:18][CH2:19][N:20](C(OC(C)(C)C)=O)[CH2:21]4)=[CH:16][CH:15]=3)[CH:10]=[CH:9][N:8]=2)=[O:5])[CH2:3][CH2:2]1, predict the reaction product. The product is: [CH2:21]1[C:22]2[C:17](=[CH:16][CH:15]=[C:14]([O:13][C:11]3[CH:10]=[CH:9][N:8]=[C:7]([NH:6][C:4]([CH:1]4[CH2:2][CH2:3]4)=[O:5])[CH:12]=3)[CH:23]=2)[CH2:18][CH2:19][NH:20]1. (3) Given the reactants [NH2:1][C:2]1[CH:3]=[C:4]([N:8]2[C:13](=[O:14])[C:12]([CH2:15][C:16]3[CH:21]=[CH:20][CH:19]=[CH:18][CH:17]=3)=[N:11][C:10]3[CH:22]=[CH:23][CH:24]=[N:25][C:9]2=3)[CH:5]=[CH:6][CH:7]=1.C(N(CC)CC)C.[O:33]1[CH2:38][CH2:37][N:36]([C:39](Cl)=[O:40])[CH2:35][CH2:34]1.C(=O)(O)[O-].[Na+], predict the reaction product. The product is: [CH2:15]([C:12]1[C:13](=[O:14])[N:8]([C:4]2[CH:5]=[CH:6][CH:7]=[C:2]([NH:1][C:39]([N:36]3[CH2:37][CH2:38][O:33][CH2:34][CH2:35]3)=[O:40])[CH:3]=2)[C:9]2[N:25]=[CH:24][CH:23]=[CH:22][C:10]=2[N:11]=1)[C:16]1[CH:21]=[CH:20][CH:19]=[CH:18][CH:17]=1. (4) Given the reactants [CH3:1][O:2][C:3]1[CH:4]=[C:5]([SH:9])[CH:6]=[CH:7][CH:8]=1.[OH-].[K+].Br.Br[CH2:14][C:15]([C:17]1[S:18][CH:19]=[CH:20][N:21]=1)=[O:16], predict the reaction product. The product is: [CH3:1][O:2][C:3]1[CH:4]=[C:5]([S:9][CH2:14][C:15]([C:17]2[S:18][CH:19]=[CH:20][N:21]=2)=[O:16])[CH:6]=[CH:7][CH:8]=1. (5) Given the reactants Cl[C:2]1[N:7]=[C:6]([Cl:8])[C:5]([C:9]([F:12])([F:11])[F:10])=[CH:4][N:3]=1.CC(O)(C)C.[NH2:18][C:19]1[CH:24]=[CH:23][C:22]([CH:25]([NH:27][C:28](=[O:34])[O:29][C:30]([CH3:33])([CH3:32])[CH3:31])[CH3:26])=[CH:21][CH:20]=1.CCN(CC)CC, predict the reaction product. The product is: [Cl:8][C:6]1[C:5]([C:9]([F:12])([F:11])[F:10])=[CH:4][N:3]=[C:2]([NH:18][C:19]2[CH:24]=[CH:23][C:22]([CH:25]([NH:27][C:28](=[O:34])[O:29][C:30]([CH3:33])([CH3:32])[CH3:31])[CH3:26])=[CH:21][CH:20]=2)[N:7]=1. (6) Given the reactants CON(C)[C:4]([C:6]1[N:7]=[CH:8][N:9]([C:11]2[CH:12]=[C:13]([C:17]3[CH:22]=[CH:21][CH:20]=[CH:19][C:18]=3[O:23][C:24]([F:27])([F:26])[F:25])[CH:14]=[CH:15][CH:16]=2)[CH:10]=1)=[O:5].Br[C:30]1[CH:35]=[CH:34][C:33]([O:36][CH3:37])=[CH:32][CH:31]=1, predict the reaction product. The product is: [CH3:37][O:36][C:33]1[CH:34]=[CH:35][C:30]([C:4]([C:6]2[N:7]=[CH:8][N:9]([C:11]3[CH:12]=[C:13]([C:17]4[CH:22]=[CH:21][CH:20]=[CH:19][C:18]=4[O:23][C:24]([F:27])([F:25])[F:26])[CH:14]=[CH:15][CH:16]=3)[CH:10]=2)=[O:5])=[CH:31][CH:32]=1. (7) Given the reactants [Li+].C[Si]([N-][Si](C)(C)C)(C)C.[Br:11][C:12]1[CH:13]=[CH:14][C:15]2[O:16][CH2:17][CH2:18][NH:19][C:20]=2[N:21]=1.[O:22](C(OC(C)(C)C)=O)[C:23]([O:25][C:26]([CH3:29])([CH3:28])[CH3:27])=O, predict the reaction product. The product is: [Br:11][C:12]1[CH:13]=[CH:14][C:15]2[O:16][CH2:17][CH2:18][N:19]([C:23]([O:25][C:26]([CH3:29])([CH3:28])[CH3:27])=[O:22])[C:20]=2[N:21]=1. (8) The product is: [F:11][C:10]1[CH:9]=[C:8]([NH:12][S:13]([CH3:16])(=[O:15])=[O:14])[C:7]([CH3:17])=[CH:6][C:5]=1[C@H:3]([NH:2][C:30]([CH:28]1[CH2:27][O:26][C:24]2=[N:25][C:20]([C:19]([F:33])([F:18])[F:34])=[CH:21][CH:22]=[C:23]2[O:29]1)=[O:31])[CH3:4]. Given the reactants Cl.[NH2:2][C@@H:3]([C:5]1[C:10]([F:11])=[CH:9][C:8]([NH:12][S:13]([CH3:16])(=[O:15])=[O:14])=[C:7]([CH3:17])[CH:6]=1)[CH3:4].[F:18][C:19]([F:34])([F:33])[C:20]1[N:25]=[C:24]2[O:26][CH2:27][CH:28]([C:30](O)=[O:31])[O:29][C:23]2=[CH:22][CH:21]=1.C(N(CC)C(C)C)(C)C.CN(C(ON1N=NC2C=CC=NC1=2)=[N+](C)C)C.F[P-](F)(F)(F)(F)F.C([O-])(O)=O.[Na+], predict the reaction product.